This data is from Full USPTO retrosynthesis dataset with 1.9M reactions from patents (1976-2016). The task is: Predict the reactants needed to synthesize the given product. Given the product [CH3:37][N:38]1[CH2:43][CH2:42][N:45]([C:22]2[N:21]=[C:20]([O:19][CH2:18][C:14]3([CH2:13][OH:12])[CH2:15][CH2:16][CH2:17]3)[CH:25]=[CH:24][N:23]=2)[CH2:40][CH2:39]1, predict the reactants needed to synthesize it. The reactants are: O=C(N[C@@H](C1C=CC=CC=1)C)C([C@@H](NC(=O)[O:12][CH2:13][C:14]1([CH2:18][O:19][C:20]2[CH:25]=[CH:24][N:23]=[C:22](Cl)[N:21]=2)[CH2:17][CH2:16][CH2:15]1)CCCC)=O.[CH3:37][N:38]1[CH2:43][CH2:42]C[CH2:40][CH2:39]1.C[N:45](C)C=O.